This data is from Peptide-MHC class I binding affinity with 185,985 pairs from IEDB/IMGT. The task is: Regression. Given a peptide amino acid sequence and an MHC pseudo amino acid sequence, predict their binding affinity value. This is MHC class I binding data. (1) The peptide sequence is HAATNFREI. The MHC is HLA-C12:03 with pseudo-sequence HLA-C12:03. The binding affinity (normalized) is 0.703. (2) The peptide sequence is VLLGGVGLVL. The MHC is HLA-A02:06 with pseudo-sequence HLA-A02:06. The binding affinity (normalized) is 0.442.